This data is from Catalyst prediction with 721,799 reactions and 888 catalyst types from USPTO. The task is: Predict which catalyst facilitates the given reaction. (1) Reactant: [Cl:1][C:2]1[CH:7]=[CH:6][CH:5]=[C:4]([Cl:8])[C:3]=1[CH:9]1[C:14]([C:15]([O:17][CH3:18])=[O:16])=[C:13]([CH2:19][CH2:20][C:21]2[S:22][CH:23]=[CH:24][N:25]=2)[NH:12][C:11]([CH2:26][C:27]([N:29]2[CH2:34][CH2:33][N:32]([CH:35]3[CH2:41][CH:40]4[C:42](=[O:43])[CH:37]([CH2:38][CH2:39]4)[CH2:36]3)[CH2:31][CH2:30]2)=[O:28])=[C:10]1[C:44]([O:46][CH3:47])=[O:45].[BH4-].[Na+]. Product: [Cl:8][C:4]1[CH:5]=[CH:6][CH:7]=[C:2]([Cl:1])[C:3]=1[CH:9]1[C:14]([C:15]([O:17][CH3:18])=[O:16])=[C:13]([CH2:19][CH2:20][C:21]2[S:22][CH:23]=[CH:24][N:25]=2)[NH:12][C:11]([CH2:26][C:27]([N:29]2[CH2:30][CH2:31][N:32]([CH:35]3[CH2:41][CH:40]4[CH:42]([OH:43])[CH:37]([CH2:38][CH2:39]4)[CH2:36]3)[CH2:33][CH2:34]2)=[O:28])=[C:10]1[C:44]([O:46][CH3:47])=[O:45]. The catalyst class is: 5. (2) Product: [CH3:1][C:2]1([CH3:15])[CH2:11][CH2:10][C:9]([CH3:13])([CH3:12])[C:8]2[CH:7]=[C:6]([NH:14][C:30](=[O:31])[CH2:29][C:23]3[CH:28]=[CH:27][CH:26]=[CH:25][CH:24]=3)[CH:5]=[CH:4][C:3]1=2. Reactant: [CH3:1][C:2]1([CH3:15])[CH2:11][CH2:10][C:9]([CH3:13])([CH3:12])[C:8]2[CH:7]=[C:6]([NH2:14])[CH:5]=[CH:4][C:3]1=2.C(N(CC)CC)C.[C:23]1([CH2:29][C:30](Cl)=[O:31])[CH:28]=[CH:27][CH:26]=[CH:25][CH:24]=1. The catalyst class is: 4. (3) Reactant: [C:1]1([C:7]2[O:11][C:10]([C:12]([N:14]3[CH2:17][CH:16]([O:18][C:19]4[CH:26]=[CH:25][C:22]([CH:23]=O)=[CH:21][CH:20]=4)[CH2:15]3)=[O:13])=[N:9][N:8]=2)[CH:6]=[CH:5][CH:4]=[CH:3][CH:2]=1.C(N(CC)CC)C.Cl.[CH2:35]1[C:39]2([CH2:43][CH2:42][NH:41][CH2:40]2)[CH2:38][CH2:37][O:36]1.[Na].C([O-])(O)=O.[Na+]. Product: [CH2:35]1[C:39]2([CH2:43][CH2:42][N:41]([CH2:23][C:22]3[CH:21]=[CH:20][C:19]([O:18][CH:16]4[CH2:15][N:14]([C:12]([C:10]5[O:11][C:7]([C:1]6[CH:6]=[CH:5][CH:4]=[CH:3][CH:2]=6)=[N:8][N:9]=5)=[O:13])[CH2:17]4)=[CH:26][CH:25]=3)[CH2:40]2)[CH2:38][CH2:37][O:36]1. The catalyst class is: 4. (4) Reactant: [C:1]([C:3]1[C:4]([F:15])=[C:5]([CH:9]=[CH:10][C:11]=1[O:12][CH2:13][CH3:14])[C:6](O)=[O:7])#[N:2].[H-].C([Al+]CC(C)C)C(C)C.C(C(C(C([O-])=O)O)O)([O-])=O.[K+].[Na+]. Product: [CH2:13]([O:12][C:11]1[C:3]([C:1]#[N:2])=[C:4]([F:15])[C:5]([CH2:6][OH:7])=[CH:9][CH:10]=1)[CH3:14]. The catalyst class is: 116. (5) Reactant: [OH:1][C:2]1[C:3]([CH3:17])=[C:4]2[C:9](=[C:10]([CH3:13])[C:11]=1[CH3:12])[O:8][C:7]([CH3:15])([CH3:14])[CH2:6][C:5]2=[O:16].[BH4-].[Na+].Cl. Product: [OH:1][C:2]1[C:3]([CH3:17])=[C:4]2[C:9](=[C:10]([CH3:13])[C:11]=1[CH3:12])[O:8][C:7]([CH3:14])([CH3:15])[CH2:6][CH:5]2[OH:16]. The catalyst class is: 5.